Dataset: CYP3A4 inhibition data for predicting drug metabolism from PubChem BioAssay. Task: Regression/Classification. Given a drug SMILES string, predict its absorption, distribution, metabolism, or excretion properties. Task type varies by dataset: regression for continuous measurements (e.g., permeability, clearance, half-life) or binary classification for categorical outcomes (e.g., BBB penetration, CYP inhibition). Dataset: cyp3a4_veith. (1) The compound is O=C1NCCN1Cc1cccc(Cl)c1. The result is 0 (non-inhibitor). (2) The compound is O=C(COc1ccc([N+](=O)[O-])cc1)NN=C1CCCC1. The result is 1 (inhibitor). (3) The molecule is COc1ccc(C[C@@](C)(N)C(=O)O)cc1OC. The result is 0 (non-inhibitor). (4) The molecule is Cc1cc(C2CCCCC2)n(O)c(=O)c1.NCCO. The result is 0 (non-inhibitor). (5) The compound is COc1cc(/C=C\C(=O)N2CCC=CC2=O)cc(OC)c1OC. The result is 0 (non-inhibitor). (6) The molecule is CCCC[C@@H]1C[C@H]1C(NC(=O)c1cccs1)c1ccccc1C(F)(F)F. The result is 1 (inhibitor). (7) The drug is Cc1ccc(NCC(=O)N/N=C\c2ccc([N+](=O)[O-])o2)cc1. The result is 1 (inhibitor).